Dataset: Catalyst prediction with 721,799 reactions and 888 catalyst types from USPTO. Task: Predict which catalyst facilitates the given reaction. Reactant: Cl.[NH2:2][C@@H:3]([CH2:21][C:22]1[CH:27]=[C:26]([F:28])[CH:25]=[C:24]([F:29])[CH:23]=1)[C@H:4]([OH:20])[CH2:5][NH:6][C:7]1([C:10]2[CH:15]=[CH:14][CH:13]=[C:12]([C:16]([F:19])([F:18])[F:17])[CH:11]=2)[CH2:9][CH2:8]1.[O:30]=[C:31]1[C:40]2[CH:39]=[CH:38][CH:37]=[C:36]([C:41](O)=[O:42])[C:35]=2[CH2:34][CH2:33][N:32]1[CH:44]([CH2:48][CH2:49][CH3:50])[CH2:45][CH2:46][CH3:47].OC1C2N=NNC=2C=CC=1.Cl.CN(C)CCCN=C=NCC.C(N(CC)C(C)C)(C)C. Product: [F:29][C:24]1[CH:23]=[C:22]([CH:27]=[C:26]([F:28])[CH:25]=1)[CH2:21][C@H:3]([NH:2][C:41]([C:36]1[C:35]2[CH2:34][CH2:33][N:32]([CH:44]([CH2:48][CH2:49][CH3:50])[CH2:45][CH2:46][CH3:47])[C:31](=[O:30])[C:40]=2[CH:39]=[CH:38][CH:37]=1)=[O:42])[C@H:4]([OH:20])[CH2:5][NH:6][C:7]1([C:10]2[CH:15]=[CH:14][CH:13]=[C:12]([C:16]([F:17])([F:18])[F:19])[CH:11]=2)[CH2:9][CH2:8]1. The catalyst class is: 46.